This data is from Full USPTO retrosynthesis dataset with 1.9M reactions from patents (1976-2016). The task is: Predict the reactants needed to synthesize the given product. (1) Given the product [C:3]1([CH3:1])[CH:4]=[CH:5][C:6]([C:9]2[CH:14]=[C:13]([C:15]([F:16])([F:17])[F:18])[N:12]3[N:19]=[CH:20][C:21]([C:22]([O:24][CH2:25][CH3:26])=[O:23])=[C:11]3[N:10]=2)=[CH:7][CH:8]=1, predict the reactants needed to synthesize it. The reactants are: [CH2:1]([C:3]1[CH:8]=[CH:7][C:6]([C:9]2[CH:14]=[C:13]([C:15]([F:18])([F:17])[F:16])[N:12]3[N:19]=[CH:20][C:21]([C:22]([O:24][CH2:25][CH3:26])=[O:23])=[C:11]3[N:10]=2)=[CH:5][CH:4]=1)C.NC1C(C(OCC)=O)=CNN=1.FC(F)(F)C(=O)CC(C1C=CC(C)=CC=1)=O. (2) Given the product [CH3:68][C:44]1([CH3:69])[S:43][C:47]([C:49]2[NH:50][C:51]3[C:56]([CH:57]=2)=[CH:55][C:54]([F:58])=[CH:53][C:52]=3[NH:59][S:60]([C:63]2[S:64][CH:65]=[CH:66][CH:67]=2)(=[O:62])=[O:61])=[N:46][CH2:45]1, predict the reactants needed to synthesize it. The reactants are: C1(P(=O)(C2C=CC=CC=2)C2C=CC=CC=2)C=CC=CC=1.FC(F)(F)S(OS(C(F)(F)F)(=O)=O)(=O)=O.C([S:43][C:44]([CH3:69])([CH3:68])[CH2:45][NH:46][C:47]([C:49]1[NH:50][C:51]2[C:56]([CH:57]=1)=[CH:55][C:54]([F:58])=[CH:53][C:52]=2[NH:59][S:60]([C:63]1[S:64][CH:65]=[CH:66][CH:67]=1)(=[O:62])=[O:61])=O)C1C=CC=CC=1.C(=O)([O-])O.[Na+]. (3) Given the product [CH3:27][O:26][C:24](=[O:25])[NH:22][C:17]1[CH:18]=[CH:19][CH:20]=[C:21]2[C:16]=1[NH:15][CH:14]=[C:13]2[C:3]1([CH2:1][CH3:2])[C:11]2[C:6](=[CH:7][C:8]([F:12])=[CH:9][CH:10]=2)[CH2:5][CH2:4]1, predict the reactants needed to synthesize it. The reactants are: [CH2:1]([C:3]1([C:13]2[C:21]3[C:16](=[C:17]([NH2:22])[CH:18]=[CH:19][CH:20]=3)[NH:15][CH:14]=2)[C:11]2[C:6](=[CH:7][C:8]([F:12])=[CH:9][CH:10]=2)[CH2:5][CH2:4]1)[CH3:2].Cl[C:24]([O:26][CH3:27])=[O:25]. (4) Given the product [F:17][C:12]([F:16])([O:11][C:7]1[CH:6]=[C:5]([C:4](=[O:18])[CH3:20])[CH:10]=[CH:9][CH:8]=1)[CH:13]([F:14])[F:15], predict the reactants needed to synthesize it. The reactants are: CON(C)[C:4](=[O:18])[C:5]1[CH:10]=[CH:9][CH:8]=[C:7]([O:11][C:12]([F:17])([F:16])[CH:13]([F:15])[F:14])[CH:6]=1.[CH3:20][Mg]Br. (5) Given the product [CH3:34][N:35]([CH3:36])[C:11](=[O:12])[C:10]1[CH:9]=[CH:8][C:7]([C:5]2[O:6][C:2]([CH3:1])=[C:3]([CH2:16][O:17][C:18]3[CH:23]=[CH:22][CH:21]=[C:20]([C:24]([OH:33])([C:25]([F:27])([F:28])[F:26])[C:29]([F:31])([F:30])[F:32])[CH:19]=3)[N:4]=2)=[CH:15][CH:14]=1, predict the reactants needed to synthesize it. The reactants are: [CH3:1][C:2]1[O:6][C:5]([C:7]2[CH:15]=[CH:14][C:10]([C:11](O)=[O:12])=[CH:9][CH:8]=2)=[N:4][C:3]=1[CH2:16][O:17][C:18]1[CH:23]=[CH:22][CH:21]=[C:20]([C:24]([OH:33])([C:29]([F:32])([F:31])[F:30])[C:25]([F:28])([F:27])[F:26])[CH:19]=1.[CH3:34][NH:35][CH3:36].Cl.CN1CCOCC1.CCN=C=NCCCN(C)C.C1C=CC2N(O)N=NC=2C=1. (6) Given the product [Br:1][C:2]1[CH:3]=[CH:4][C:5]([N:8]([CH:9]2[CH2:11][CH2:10]2)[C:24](=[O:25])[O:23][C:19]([CH3:22])([CH3:21])[CH3:20])=[N:6][CH:7]=1, predict the reactants needed to synthesize it. The reactants are: [Br:1][C:2]1[CH:3]=[CH:4][C:5]([NH:8][CH:9]2[CH2:11][CH2:10]2)=[N:6][CH:7]=1.C(N(CC)CC)C.[C:19]([O:23][C:24](O[C:24]([O:23][C:19]([CH3:22])([CH3:21])[CH3:20])=[O:25])=[O:25])([CH3:22])([CH3:21])[CH3:20].